This data is from Catalyst prediction with 721,799 reactions and 888 catalyst types from USPTO. The task is: Predict which catalyst facilitates the given reaction. (1) Product: [CH3:1][C:2]1[CH:7]=[CH:6][CH:5]=[C:4]([N+:8]([O-:10])=[O:9])[C:3]=1[S:11]([Cl:17])(=[O:14])=[O:12]. Reactant: [CH3:1][C:2]1[CH:7]=[CH:6][CH:5]=[C:4]([N+:8]([O-:10])=[O:9])[C:3]=1[S:11]([OH:14])(=O)=[O:12].O=S(Cl)[Cl:17]. The catalyst class is: 3. (2) Reactant: Br[C:2]1[CH:3]=[CH:4][C:5]([Cl:19])=[C:6]([S:8]([NH:11][CH:12]2[CH2:17][CH2:16][CH:15]([OH:18])[CH2:14][CH2:13]2)(=[O:10])=[O:9])[CH:7]=1.B1(B2OC(C)(C)C(C)(C)O2)OC(C)(C)C(C)(C)O1.C(Cl)Cl.C([O-])(=O)C.[K+].[NH2:46][C:47]1[CH:52]=[N:51][C:50](Br)=[CH:49][N:48]=1.C([O-])([O-])=O.[Na+].[Na+]. Product: [NH2:46][C:47]1[N:48]=[CH:49][C:50]([C:2]2[CH:3]=[CH:4][C:5]([Cl:19])=[C:6]([S:8]([NH:11][CH:12]3[CH2:17][CH2:16][CH:15]([OH:18])[CH2:14][CH2:13]3)(=[O:10])=[O:9])[CH:7]=2)=[N:51][CH:52]=1. The catalyst class is: 438. (3) Reactant: C(N(CC)CC)C.[C:8]([O:11][C@H:12]1[C@@H:16]([O:17][C:18](=[O:20])[CH3:19])[C@H:15]([N:21]2[CH:29]=[N:28][C:27]3[C:22]2=[N:23][C:24]([C:31]#[N:32])=[N:25][C:26]=3Cl)[O:14][C@@H:13]1[CH2:33][O:34][C:35](=[O:37])[CH3:36])(=[O:10])[CH3:9].[Cl:38][C:39]1[CH:44]=[CH:43][C:42]([CH:45]([C:48]2[CH:53]=[CH:52][C:51]([Cl:54])=[CH:50][CH:49]=2)[CH2:46][NH2:47])=[CH:41][CH:40]=1. Product: [C:8]([O:11][C@H:12]1[C@@H:16]([O:17][C:18](=[O:20])[CH3:19])[C@H:15]([N:21]2[CH:29]=[N:28][C:27]3[C:22]2=[N:23][C:24]([C:31]#[N:32])=[N:25][C:26]=3[NH:47][CH2:46][CH:45]([C:42]2[CH:43]=[CH:44][C:39]([Cl:38])=[CH:40][CH:41]=2)[C:48]2[CH:49]=[CH:50][C:51]([Cl:54])=[CH:52][CH:53]=2)[O:14][C@@H:13]1[CH2:33][O:34][C:35](=[O:37])[CH3:36])(=[O:10])[CH3:9]. The catalyst class is: 10. (4) Reactant: [NH2:1][C:2]1[CH:3]=[C:4]2[C:8](=[CH:9][CH:10]=1)[NH:7][CH:6]=[CH:5]2.[CH:11](OCC)(OCC)OCC.[N-:21]=[N+:22]=[N-:23].[Na+].O. Product: [N:1]1([C:2]2[CH:3]=[C:4]3[C:8](=[CH:9][CH:10]=2)[NH:7][CH:6]=[CH:5]3)[CH:11]=[N:23][N:22]=[N:21]1. The catalyst class is: 15.